From a dataset of Full USPTO retrosynthesis dataset with 1.9M reactions from patents (1976-2016). Predict the reactants needed to synthesize the given product. (1) Given the product [Cl:36][C:37]1[N:42]=[C:41]([C:43]2[S:83][C:81]([N:73]3[CH2:78][CH2:77][S:76](=[O:80])(=[O:79])[CH2:75][CH2:74]3)=[N:82][C:44]=2[C:46]2[C:47]([F:64])=[C:48]([NH:52][S:53]([C:56]3[C:61]([F:62])=[CH:60][CH:59]=[CH:58][C:57]=3[F:63])(=[O:55])=[O:54])[CH:49]=[CH:50][CH:51]=2)[CH:40]=[CH:39][N:38]=1, predict the reactants needed to synthesize it. The reactants are: ClC1N=C(C2SC(N3CCCC3)=NC=2C2C=C(NS(C3C(F)=CC=CC=3F)(=O)=O)C=CC=2)C=CN=1.[Cl:36][C:37]1[N:42]=[C:41]([CH2:43][C:44]([C:46]2[C:47]([F:64])=[C:48]([NH:52][S:53]([C:56]3[C:61]([F:62])=[CH:60][CH:59]=[CH:58][C:57]=3[F:63])(=[O:55])=[O:54])[CH:49]=[CH:50][CH:51]=2)=O)[CH:40]=[CH:39][N:38]=1.C1C(=O)N(Br)C(=O)C1.[N:73]1([C:81](=[S:83])[NH2:82])[CH2:78][CH2:77][S:76](=[O:80])(=[O:79])[CH2:75][CH2:74]1. (2) Given the product [CH3:9][C:10]1[N:15]=[C:14]([C:16](=[N:7][OH:8])[NH2:17])[CH:13]=[C:12]([C:18]2[CH:23]=[CH:22][CH:21]=[C:20]([F:24])[CH:19]=2)[N:11]=1, predict the reactants needed to synthesize it. The reactants are: C(=O)([O-])O.[Na+].Cl.[NH2:7][OH:8].[CH3:9][C:10]1[N:15]=[C:14]([C:16]#[N:17])[CH:13]=[C:12]([C:18]2[CH:23]=[CH:22][CH:21]=[C:20]([F:24])[CH:19]=2)[N:11]=1.